Task: Predict the product of the given reaction.. Dataset: Forward reaction prediction with 1.9M reactions from USPTO patents (1976-2016) Given the reactants Br[C:2]1[CH:3]=[N:4][N:5]2[CH:10]=[CH:9][C:8]([Cl:11])=[N:7][C:6]=12.CC1C=CC=CC=1P(C1C=CC=CC=1C)C1C=CC=CC=1C.[Cl:34][C:35]1[CH:36]=[C:37](B(O)O)[CH:38]=[CH:39][CH:40]=1.C(=O)([O-])O.[Na+], predict the reaction product. The product is: [Cl:11][C:8]1[CH:9]=[CH:10][N:5]2[N:4]=[CH:3][C:2]([C:39]3[CH:38]=[CH:37][CH:36]=[C:35]([Cl:34])[CH:40]=3)=[C:6]2[N:7]=1.